From a dataset of Reaction yield outcomes from USPTO patents with 853,638 reactions. Predict the reaction yield, written as a fraction of the theoretical maximum amount of product (1.0 means a 100% yield; for example, 0.34 means a 34% yield). (1) The reactants are Br[C:2]1[C:8]([N+:9]([O-:11])=[O:10])=[CH:7][C:5]([NH2:6])=[C:4]([O:12][CH3:13])[CH:3]=1.[CH3:14][N:15]1[CH2:20][CH:19]=[C:18](B2OC(C)(C)C(C)(C)O2)[CH2:17][CH2:16]1.C([O-])([O-])=O.[K+].[K+]. The catalyst is O1CCOCC1.O.CCOC(C)=O.[Pd].C1(P(C2C=CC=CC=2)C2C=CC=CC=2)C=CC=CC=1.C1(P(C2C=CC=CC=2)C2C=CC=CC=2)C=CC=CC=1.C1(P(C2C=CC=CC=2)C2C=CC=CC=2)C=CC=CC=1.C1(P(C2C=CC=CC=2)C2C=CC=CC=2)C=CC=CC=1. The product is [CH3:13][O:12][C:4]1[CH:3]=[C:2]([C:18]2[CH2:19][CH2:20][N:15]([CH3:14])[CH2:16][CH:17]=2)[C:8]([N+:9]([O-:11])=[O:10])=[CH:7][C:5]=1[NH2:6]. The yield is 0.920. (2) The reactants are [Cl:1][C:2]1[C:3]([O:29][C:30]2[CH:35]=[CH:34][C:33]([Cl:36])=[CH:32][C:31]=2[C:37]2[CH:42]=[CH:41][N:40]=[C:39]([C:43]#[N:44])[CH:38]=2)=[CH:4][C:5]([F:28])=[C:6]([S:8]([N:11](CC2C=CC(OC)=CC=2OC)[C:12]2[S:16][N:15]=[CH:14][N:13]=2)(=[O:10])=[O:9])[CH:7]=1. The catalyst is CO.O1CCOCC1.[Ni]. The product is [NH2:44][CH2:43][C:39]1[CH:38]=[C:37]([C:31]2[CH:32]=[C:33]([Cl:36])[CH:34]=[CH:35][C:30]=2[O:29][C:3]2[C:2]([Cl:1])=[CH:7][C:6]([S:8]([NH:11][C:12]3[S:16][N:15]=[CH:14][N:13]=3)(=[O:9])=[O:10])=[C:5]([F:28])[CH:4]=2)[CH:42]=[CH:41][N:40]=1. The yield is 0.100. (3) The reactants are [NH2:1][C:2]1[C:7]([OH:8])=[CH:6][CH:5]=[CH:4][N:3]=1.[F:9][C:10]([F:14])([F:13])[CH2:11]I. The catalyst is CN(C=O)C.[H-].[Na+]. The product is [F:9][C:10]([F:14])([F:13])[CH2:11][O:8][C:7]1[C:2]([NH2:1])=[N:3][CH:4]=[CH:5][CH:6]=1. The yield is 0.640. (4) The reactants are [Li].C1C2C(=CC=CC=2)C=CC=1.[CH3:12][C:13]1([CH3:21])[CH:19]2[CH:17]([O:18]2)[C:16](=[O:20])[CH2:15][CH2:14]1.O. The catalyst is C1COCC1. The product is [OH:18][CH:19]1[C:13]([CH3:21])([CH3:12])[CH2:14][CH2:15][C:16](=[O:20])[CH2:17]1. The yield is 0.410. (5) The reactants are [CH2:1]([O:8][C:9]1[C:14](=[O:15])[CH:13]=[CH:12]O[C:10]=1[CH3:16])[C:2]1[CH:7]=[CH:6][CH:5]=[CH:4][CH:3]=1.[F:17][CH:18]([F:21])[CH2:19][NH2:20].Cl.C(N(CC)CC)C. The catalyst is N1C=CC=CC=1. The product is [CH2:1]([O:8][C:9]1[C:14](=[O:15])[CH:13]=[CH:12][N:20]([CH2:19][CH:18]([F:21])[F:17])[C:10]=1[CH3:16])[C:2]1[CH:3]=[CH:4][CH:5]=[CH:6][CH:7]=1. The yield is 0.600. (6) The reactants are [Si]([O:8][CH2:9][C@@H:10]([N:19]1[CH:24]=[CH:23][C:22]([C:25]2[CH:30]=[CH:29][N:28]=[C:27]([NH:31][C:32]3[CH:37]=[CH:36][N:35]=[C:34]([CH3:38])[N:33]=3)[N:26]=2)=[CH:21][C:20]1=[O:39])[C:11]1[CH:16]=[CH:15][C:14]([Cl:17])=[C:13]([F:18])[CH:12]=1)(C(C)(C)C)(C)C.[F-].C([N+](CCCC)(CCCC)CCCC)CCC.O. The catalyst is C1COCC1. The product is [Cl:17][C:14]1[CH:15]=[CH:16][C:11]([C@H:10]([N:19]2[CH:24]=[CH:23][C:22]([C:25]3[CH:30]=[CH:29][N:28]=[C:27]([NH:31][C:32]4[CH:37]=[CH:36][N:35]=[C:34]([CH3:38])[N:33]=4)[N:26]=3)=[CH:21][C:20]2=[O:39])[CH2:9][OH:8])=[CH:12][C:13]=1[F:18]. The yield is 0.180. (7) The reactants are [C:1]([O:5][C:6]([N:8]([C:23]([O:25][C:26]([CH3:29])([CH3:28])[CH3:27])=[O:24])[C@H:9]([C:15]([O:17][CH:18]1[CH2:22][CH2:21][CH2:20][CH2:19]1)=[O:16])[CH2:10][CH2:11][C:12](O)=[O:13])=[O:7])([CH3:4])([CH3:3])[CH3:2].CN1CCOCC1.C(OC(Cl)=O)C(C)C.[BH4-].[Na+]. The catalyst is C1COCC1. The product is [C:1]([O:5][C:6]([N:8]([C:23]([O:25][C:26]([CH3:29])([CH3:28])[CH3:27])=[O:24])[C@H:9]([C:15]([O:17][CH:18]1[CH2:19][CH2:20][CH2:21][CH2:22]1)=[O:16])[CH2:10][CH2:11][CH2:12][OH:13])=[O:7])([CH3:4])([CH3:3])[CH3:2]. The yield is 0.540. (8) The reactants are [CH3:1][CH:2]1[CH:7]2[CH2:8][CH2:9][C:10]3[CH:11]=[N:12][C:13]([C:16]4[CH:21]=[CH:20][CH:19]=[CH:18][CH:17]=4)=[N:14][C:15]=3[C:6]2([C:22]2[CH:27]=[CH:26][CH:25]=[CH:24][CH:23]=2)[CH2:5][CH:4]([C:28]#[N:29])[C:3]1=[O:30].BrN1C(C)(C)C(=O)N(Br)C1=O.N1C=CC=CC=1. The catalyst is CN(C)C=O.Cl. The product is [CH3:1][CH:2]1[CH:7]2[CH2:8][CH2:9][C:10]3[CH:11]=[N:12][C:13]([C:16]4[CH:17]=[CH:18][CH:19]=[CH:20][CH:21]=4)=[N:14][C:15]=3[C:6]2([C:22]2[CH:27]=[CH:26][CH:25]=[CH:24][CH:23]=2)[CH:5]=[C:4]([C:28]#[N:29])[C:3]1=[O:30]. The yield is 0.410.